From a dataset of Forward reaction prediction with 1.9M reactions from USPTO patents (1976-2016). Predict the product of the given reaction. (1) Given the reactants [OH:1][C:2]1[CH:11]=[C:10]2[C:5]([C:6](=[O:25])[C:7]([C:16]3[S:20][C:19]([C:21]([O:23]C)=[O:22])=[CH:18][CH:17]=3)=[C:8]([C:12]([F:15])([F:14])[F:13])[O:9]2)=[CH:4][CH:3]=1.Cl, predict the reaction product. The product is: [OH:1][C:2]1[CH:11]=[C:10]2[C:5]([C:6](=[O:25])[C:7]([C:16]3[S:20][C:19]([C:21]([OH:23])=[O:22])=[CH:18][CH:17]=3)=[C:8]([C:12]([F:15])([F:13])[F:14])[O:9]2)=[CH:4][CH:3]=1. (2) Given the reactants [Cl:1][C:2]1[CH:7]=[CH:6][C:5]([CH:8]([CH3:12])[C:9]([OH:11])=O)=[CH:4][CH:3]=1.[NH2:13][CH2:14][CH2:15][CH2:16][N:17]1[CH2:22][CH2:21][CH:20]([C:23]2[CH:24]=[C:25]([NH:29][C:30](=[O:34])[CH:31]([CH3:33])[CH3:32])[CH:26]=[CH:27][CH:28]=2)[CH2:19][CH2:18]1, predict the reaction product. The product is: [Cl:1][C:2]1[CH:3]=[CH:4][C:5]([CH:8]([CH3:12])[C:9]([NH:13][CH2:14][CH2:15][CH2:16][N:17]2[CH2:22][CH2:21][CH:20]([C:23]3[CH:28]=[CH:27][CH:26]=[C:25]([NH:29][C:30](=[O:34])[CH:31]([CH3:32])[CH3:33])[CH:24]=3)[CH2:19][CH2:18]2)=[O:11])=[CH:6][CH:7]=1.